Dataset: Reaction yield outcomes from USPTO patents with 853,638 reactions. Task: Predict the reaction yield, written as a fraction of the theoretical maximum amount of product (1.0 means a 100% yield; for example, 0.34 means a 34% yield). (1) The reactants are [CH:1]1[C:13]2[CH:12]([CH2:14][O:15][C:16]([N:18]3[C:23]4[CH:24]=[CH:25][C:26]([C:28]5[NH:29][C:30]([C:33]#[N:34])=[CH:31][CH:32]=5)=[CH:27][C:22]=4[C:21]([CH3:36])([CH3:35])[O:20][CH:19]3[CH3:37])=[O:17])[C:11]3[C:6](=[CH:7][CH:8]=[CH:9][CH:10]=3)[C:5]=2[CH:4]=[CH:3][CH:2]=1.[C:38](=O)([O-])[O-].[K+].[K+].IC.S([O-])([O-])(=O)=O.[NH4+].[NH4+]. The catalyst is CN(C=O)C.C(OCC)(=O)C. The product is [C:33]([C:30]1[N:29]([CH3:38])[C:28]([C:26]2[CH:25]=[CH:24][C:23]3[N:18]([C:16]([O:15][CH2:14][CH:12]4[C:13]5[CH:1]=[CH:2][CH:3]=[CH:4][C:5]=5[C:6]5[C:11]4=[CH:10][CH:9]=[CH:8][CH:7]=5)=[O:17])[CH:19]([CH3:37])[O:20][C:21]([CH3:36])([CH3:35])[C:22]=3[CH:27]=2)=[CH:32][CH:31]=1)#[N:34]. The yield is 0.870. (2) The reactants are [CH2:1]([C:3]1[CH:8]=[CH:7][CH:6]=[C:5]([CH2:9][CH3:10])[C:4]=1[NH:11][C:12]1[CH:17]=[CH:16][C:15]([C:18]2[CH:23]=[CH:22][CH:21]=[CH:20][CH:19]=2)=[CH:14][C:13]=1[NH2:24])[CH3:2].[CH:25](=O)[C:26]1[CH:31]=[CH:30][CH:29]=[CH:28][CH:27]=1.S(=O)(O)[O-].[Na+]. The catalyst is CN(C=O)C.O.C(OCC)(=O)C. The product is [CH2:9]([C:5]1[CH:6]=[CH:7][CH:8]=[C:3]([CH2:1][CH3:2])[C:4]=1[N:11]1[C:12]2[CH:17]=[CH:16][C:15]([C:18]3[CH:23]=[CH:22][CH:21]=[CH:20][CH:19]=3)=[CH:14][C:13]=2[N:24]=[C:25]1[C:26]1[CH:31]=[CH:30][CH:29]=[CH:28][CH:27]=1)[CH3:10]. The yield is 0.740.